Task: Predict the reactants needed to synthesize the given product.. Dataset: Full USPTO retrosynthesis dataset with 1.9M reactions from patents (1976-2016) (1) Given the product [Cl:20][C:21]1[CH:31]=[CH:30][C:24]2[N:25]([CH2:2][C:3]([N:5]3[CH2:10][CH2:9][N:8]([C:11]4[CH:16]=[CH:15][C:14]([Cl:17])=[C:13]([O:18][CH3:19])[CH:12]=4)[CH2:7][CH2:6]3)=[O:4])[C:26](=[O:29])[O:27][CH2:28][C:23]=2[CH:22]=1, predict the reactants needed to synthesize it. The reactants are: Cl[CH2:2][C:3]([N:5]1[CH2:10][CH2:9][N:8]([C:11]2[CH:16]=[CH:15][C:14]([Cl:17])=[C:13]([O:18][CH3:19])[CH:12]=2)[CH2:7][CH2:6]1)=[O:4].[Cl:20][C:21]1[CH:31]=[CH:30][C:24]2[NH:25][C:26](=[O:29])[O:27][CH2:28][C:23]=2[CH:22]=1.C([O-])([O-])=O.[Cs+].[Cs+]. (2) Given the product [Cl:1][C:2]1[C:3]([NH:15][CH:16]2[CH2:33][CH2:32][C:19]3([CH2:24][CH2:23][NH:22][CH2:21][CH2:20]3)[CH2:18][CH2:17]2)=[N:4][C:5]([NH:8][C:9]2[CH:10]=[N:11][N:12]([CH3:14])[CH:13]=2)=[N:6][CH:7]=1, predict the reactants needed to synthesize it. The reactants are: [Cl:1][C:2]1[C:3]([NH:15][CH:16]2[CH2:33][CH2:32][C:19]3([CH2:24][CH2:23][N:22](C(OC(C)(C)C)=O)[CH2:21][CH2:20]3)[CH2:18][CH2:17]2)=[N:4][C:5]([NH:8][C:9]2[CH:10]=[N:11][N:12]([CH3:14])[CH:13]=2)=[N:6][CH:7]=1.Cl.CCOC(C)=O.